Dataset: Full USPTO retrosynthesis dataset with 1.9M reactions from patents (1976-2016). Task: Predict the reactants needed to synthesize the given product. (1) Given the product [C:1]([O:4][CH:5]([CH2:6][CH2:7][OH:8])[C:10]([O:12][CH3:13])=[O:11])(=[O:3])[CH3:2], predict the reactants needed to synthesize it. The reactants are: [C:1]([O:4][CH:5]([C:10]([O:12][CH3:13])=[O:11])[CH2:6][C:7](O)=[O:8])(=[O:3])[CH3:2].C(O)(=O)CC(CC(O)=O)(C(O)=O)O. (2) Given the product [C:18]([O:17][C:15]([NH:14][C@@H:8]([C:5]1[CH:6]=[CH:7][C:2]([B:25]2[O:26][C:27]([CH3:29])([CH3:28])[C:23]([CH3:39])([CH3:22])[O:24]2)=[CH:3][CH:4]=1)[CH2:9][C:10]([O:12][CH3:13])=[O:11])=[O:16])([CH3:21])([CH3:20])[CH3:19], predict the reactants needed to synthesize it. The reactants are: Br[C:2]1[CH:7]=[CH:6][C:5]([C@H:8]([NH:14][C:15]([O:17][C:18]([CH3:21])([CH3:20])[CH3:19])=[O:16])[CH2:9][C:10]([O:12][CH3:13])=[O:11])=[CH:4][CH:3]=1.[CH3:22][C:23]1([CH3:39])[C:27]([CH3:29])([CH3:28])[O:26][B:25]([B:25]2[O:26][C:27]([CH3:29])([CH3:28])[C:23]([CH3:39])([CH3:22])[O:24]2)[O:24]1.CC([O-])=O.[K+].ClCCl. (3) Given the product [C:3]1([CH3:8])[CH:4]=[CH:5][CH:6]=[CH:7][C:2]=1[N:15]([C:16]1[CH:17]=[CH:18][CH:19]=[CH:20][CH:21]=1)[C:9]1[CH:14]=[CH:13][CH:12]=[CH:11][CH:10]=1, predict the reactants needed to synthesize it. The reactants are: Cl[C:2]1[CH:7]=[CH:6][CH:5]=[CH:4][C:3]=1[CH3:8].[C:9]1([NH:15][C:16]2[CH:21]=[CH:20][CH:19]=[CH:18][CH:17]=2)[CH:14]=[CH:13][CH:12]=[CH:11][CH:10]=1. (4) The reactants are: [C:1]([O:5][C:6]([NH:8][CH:9]1[C:27](=[O:28])[N:26]2[CH:22]([CH2:23][CH:24]([O:29][C:30]3[C:39]4[C:34](=[CH:35][CH:36]=[CH:37][CH:38]=4)[CH:33]=[CH:32][N:31]=3)[CH2:25]2)[C:21](=[O:40])[NH:20][C:19]2([C:41](O)=[O:42])[CH:17]([CH2:18]2)[CH:16]=[CH:15][CH2:14][CH2:13][CH2:12][CH2:11][CH2:10]1)=[O:7])([CH3:4])([CH3:3])[CH3:2].[CH3:44][C:45]1([S:48]([NH2:51])(=[O:50])=[O:49])[CH2:47][CH2:46]1. Given the product [C:1]([O:5][C:6](=[O:7])[NH:8][CH:9]1[C:27](=[O:28])[N:26]2[CH:22]([CH2:23][CH:24]([O:29][C:30]3[C:39]4[C:34](=[CH:35][CH:36]=[CH:37][CH:38]=4)[CH:33]=[CH:32][N:31]=3)[CH2:25]2)[C:21](=[O:40])[NH:20][C:19]2([C:41]([NH:51][S:48]([C:45]3([CH3:44])[CH2:47][CH2:46]3)(=[O:50])=[O:49])=[O:42])[CH:17]([CH2:18]2)[CH:16]=[CH:15][CH2:14][CH2:13][CH2:12][CH2:11][CH2:10]1)([CH3:4])([CH3:3])[CH3:2], predict the reactants needed to synthesize it.